This data is from Full USPTO retrosynthesis dataset with 1.9M reactions from patents (1976-2016). The task is: Predict the reactants needed to synthesize the given product. (1) Given the product [CH3:14][O:13][C:9]1[CH:8]=[C:5]([CH:4]=[C:3]([O:2][CH3:1])[C:10]=1[O:11][CH3:12])[CH2:6][NH:7][CH2:16][CH2:15][CH2:21][S:18]([OH:20])(=[O:19])=[O:17], predict the reactants needed to synthesize it. The reactants are: [CH3:1][O:2][C:3]1[CH:4]=[C:5]([CH:8]=[C:9]([O:13][CH3:14])[C:10]=1[O:11][CH3:12])[CH2:6][NH2:7].[CH2:15]1[CH2:21][S:18](=[O:20])(=[O:19])[O:17][CH2:16]1. (2) The reactants are: Br[C:2]1[C:3]2[C:8]([CH:9]=[C:10]3[C:15]=1[CH:14]=[CH:13][CH:12]=[CH:11]3)=[CH:7][CH:6]=[CH:5][CH:4]=2.[C:16]1(B(O)O)[C:29]2[S:28][C:27]3[C:22](=[CH:23][CH:24]=[CH:25][CH:26]=3)[S:21][C:20]=2[CH:19]=[CH:18][CH:17]=1.C(=O)([O-])[O-].[K+].[K+]. Given the product [CH:14]1[C:15]2[C:10](=[CH:9][C:8]3[C:3]([C:2]=2[C:26]2[C:27]4[S:28][C:29]5[C:20](=[CH:19][CH:18]=[CH:17][CH:16]=5)[S:21][C:22]=4[CH:23]=[CH:24][CH:25]=2)=[CH:4][CH:5]=[CH:6][CH:7]=3)[CH:11]=[CH:12][CH:13]=1, predict the reactants needed to synthesize it. (3) Given the product [ClH:57].[ClH:65].[CH3:31][O:30][CH2:29][CH2:28][CH2:27][CH2:26][N:25]1[C:24]2[CH:32]=[CH:33][CH:34]=[CH:35][C:23]=2[N:22]=[C:21]1[C:19]([N:14]([CH2:15][CH:16]([CH3:18])[CH3:17])[C@@H:12]1[CH2:13][NH:8][CH2:9][C@H:10]([C:36]([O:38][CH2:40][C:41]2[O:42][C:43](=[O:47])[O:44][C:45]=2[CH3:46])=[O:37])[CH2:11]1)=[O:20], predict the reactants needed to synthesize it. The reactants are: C(OC([N:8]1[CH2:13][C@@H:12]([N:14]([C:19]([C:21]2[N:25]([CH2:26][CH2:27][CH2:28][CH2:29][O:30][CH3:31])[C:24]3[CH:32]=[CH:33][CH:34]=[CH:35][C:23]=3[N:22]=2)=[O:20])[CH2:15][CH:16]([CH3:18])[CH3:17])[CH2:11][C@@H:10]([C:36]([OH:38])=[O:37])[CH2:9]1)=O)(C)(C)C.O[CH2:40][C:41]1[O:42][C:43](=[O:47])[O:44][C:45]=1[CH3:46].C1(C)C(S([Cl:57])(=O)=O)=CC=CC=1.C(=O)([O-])[O-].[K+].[K+].[ClH:65]. (4) Given the product [C:1]([O:5][C:6]([NH:7][C@@H:8]([C:11]1[CH:16]=[CH:15][CH:14]=[C:13]([Cl:17])[C:12]=1[F:18])[CH2:9][O:10][S:27]([CH3:30])(=[O:29])=[O:28])=[O:19])([CH3:4])([CH3:2])[CH3:3], predict the reactants needed to synthesize it. The reactants are: [C:1]([O:5][C:6](=[O:19])[NH:7][C@@H:8]([C:11]1[CH:16]=[CH:15][CH:14]=[C:13]([Cl:17])[C:12]=1[F:18])[CH2:9][OH:10])([CH3:4])([CH3:3])[CH3:2].C(N(CC)CC)C.[S:27](Cl)([CH3:30])(=[O:29])=[O:28]. (5) The reactants are: [CH3:1][O:2][C:3]1[CH:4]=[C:5]2[C:10](=[CH:11][C:12]=1[O:13][CH2:14][CH2:15][CH2:16][N:17]1C(=O)C3C(=CC=CC=3)C1=O)[N:9]=[CH:8][CH:7]=[C:6]2[O:28][C:29]1[C:30]([CH3:39])=[N:31][C:32]2[C:37]([CH:38]=1)=[CH:36][CH:35]=[CH:34][CH:33]=2.NN. Given the product [CH3:1][O:2][C:3]1[CH:4]=[C:5]2[C:10](=[CH:11][C:12]=1[O:13][CH2:14][CH2:15][CH2:16][NH2:17])[N:9]=[CH:8][CH:7]=[C:6]2[O:28][C:29]1[C:30]([CH3:39])=[N:31][C:32]2[C:37]([CH:38]=1)=[CH:36][CH:35]=[CH:34][CH:33]=2, predict the reactants needed to synthesize it. (6) Given the product [CH2:10]([N:1]1[CH:5]=[CH:4][N:3]=[N:2]1)[C:11]1[CH:16]=[CH:15][CH:14]=[CH:13][CH:12]=1.[CH2:10]([N:2]1[N:3]=[CH:4][CH:5]=[N:1]1)[C:11]1[CH:16]=[CH:15][CH:14]=[CH:13][CH:12]=1, predict the reactants needed to synthesize it. The reactants are: [NH:1]1[CH:5]=[CH:4][N:3]=[N:2]1.[I-].[Na+].[OH-].[Na+].[CH2:10](Cl)[C:11]1[CH:16]=[CH:15][CH:14]=[CH:13][CH:12]=1. (7) Given the product [F:13][C:14]1[CH:19]=[CH:18][CH:17]=[C:16]([F:20])[C:15]=1[C:2]1[N:7]=[C:6]([C:8]([O:10][CH3:11])=[O:9])[CH:5]=[CH:4][C:3]=1[F:12], predict the reactants needed to synthesize it. The reactants are: Br[C:2]1[N:7]=[C:6]([C:8]([O:10][CH3:11])=[O:9])[CH:5]=[CH:4][C:3]=1[F:12].[F:13][C:14]1[CH:19]=[CH:18][CH:17]=[C:16]([F:20])[C:15]=1B1OC(C)(C)C(C)(C)O1.CCN(C(C)C)C(C)C.